This data is from Forward reaction prediction with 1.9M reactions from USPTO patents (1976-2016). The task is: Predict the product of the given reaction. Given the reactants Br[C:2]1[CH:8]=[CH:7][C:5]([NH2:6])=[CH:4][C:3]=1[Cl:9].[F:10][C:11]1[CH:16]=[C:15]([S:17][CH3:18])[CH:14]=[CH:13][C:12]=1B(O)O.C1(C)C=CC=CC=1.C(=O)([O-])[O-].[Na+].[Na+], predict the reaction product. The product is: [Cl:9][C:3]1[CH:4]=[C:5]([NH2:6])[CH:7]=[CH:8][C:2]=1[C:12]1[CH:13]=[CH:14][C:15]([S:17][CH3:18])=[CH:16][C:11]=1[F:10].